Dataset: Catalyst prediction with 721,799 reactions and 888 catalyst types from USPTO. Task: Predict which catalyst facilitates the given reaction. (1) Reactant: Br[C:2]1[CH:3]=[CH:4][CH:5]=[C:6]2[C:10]=1[NH:9][CH:8]=[CH:7]2.[C:11]1(B(O)O)[CH:16]=[CH:15][CH:14]=[CH:13][CH:12]=1.C(=O)([O-])[O-].[K+].[K+].ClCCl. Product: [C:11]1([C:2]2[CH:3]=[CH:4][CH:5]=[C:6]3[C:10]=2[NH:9][CH:8]=[CH:7]3)[CH:16]=[CH:15][CH:14]=[CH:13][CH:12]=1. The catalyst class is: 117. (2) Reactant: [C:1]([C:5]1[CH:9]=[C:8]([NH:10][C:11]([NH:13][C:14]2[CH:19]=[CH:18][C:17]([O:20][C:21]3[CH:26]=[CH:25][N:24]=[C:23]([C:27]4[CH:28]=[N:29][N:30]([CH3:32])[CH:31]=4)[CH:22]=3)=[CH:16][C:15]=2[F:33])=[O:12])[N:7]([C:34]2[CH:44]=[CH:43][C:37]([C:38](OCC)=[O:39])=[CH:36][CH:35]=2)[N:6]=1)([CH3:4])([CH3:3])[CH3:2].[H-].[H-].[H-].[H-].[Li+].[Al+3].C1COCC1.[O-]S([O-])(=O)=O.[Na+].[Na+]. Product: [C:1]([C:5]1[CH:9]=[C:8]([NH:10][C:11]([NH:13][C:14]2[CH:19]=[CH:18][C:17]([O:20][C:21]3[CH:26]=[CH:25][N:24]=[C:23]([C:27]4[CH:28]=[N:29][N:30]([CH3:32])[CH:31]=4)[CH:22]=3)=[CH:16][C:15]=2[F:33])=[O:12])[N:7]([C:34]2[CH:35]=[CH:36][C:37]([CH2:38][OH:39])=[CH:43][CH:44]=2)[N:6]=1)([CH3:4])([CH3:2])[CH3:3]. The catalyst class is: 1. (3) Reactant: N#N.[Li+].C[Si]([N-][Si](C)(C)C)(C)C.[Cl:13][C:14]1[N:22]=[C:21]([Cl:23])[C:20]([F:24])=[CH:19][C:15]=1[C:16]([NH2:18])=[O:17].CN([CH:28]=[O:29])C. Product: [Cl:13][C:14]1[C:15]2[C:16](=[O:17])[NH:18][CH:28]([OH:29])[C:19]=2[C:20]([F:24])=[C:21]([Cl:23])[N:22]=1. The catalyst class is: 1. (4) Reactant: Cl.[CH2:2]([C:4]1[N:5]=[C:6]2[CH:11]=[CH:10][CH:9]=[C:8]([CH2:12]Cl)[N:7]2[CH:14]=1)[CH3:3].[NH2:15][CH2:16][CH2:17][CH2:18][CH2:19][CH2:20][NH2:21].C(N(CC)CC)C.C1C=CC(N([S:36]([C:39]([F:42])([F:41])[F:40])(=[O:38])=[O:37])[S:36]([C:39]([F:42])([F:41])[F:40])(=[O:38])=[O:37])=CC=1. Product: [CH2:2]([C:4]1[N:5]=[C:6]2[CH:11]=[CH:10][CH:9]=[C:8]([CH2:12][NH:15][CH2:16][CH2:17][CH2:18][CH2:19][CH2:20][NH:21][S:36]([C:39]([F:42])([F:41])[F:40])(=[O:38])=[O:37])[N:7]2[CH:14]=1)[CH3:3]. The catalyst class is: 10. (5) Reactant: C(OC([NH:8][C@H:9]([C:11]([NH:13][CH:14]1[N:20]=[C:19]([C:21]2[CH:26]=[CH:25][CH:24]=[CH:23][N:22]=2)[C:18]2[CH:27]=[CH:28][CH:29]=[CH:30][C:17]=2[N:16]([CH3:31])[C:15]1=[O:32])=[O:12])[CH3:10])=O)(C)(C)C.C(O)(C(F)(F)F)=O. Product: [NH2:8][C@H:9]([C:11]([NH:13][CH:14]1[N:20]=[C:19]([C:21]2[CH:26]=[CH:25][CH:24]=[CH:23][N:22]=2)[C:18]2[CH:27]=[CH:28][CH:29]=[CH:30][C:17]=2[N:16]([CH3:31])[C:15]1=[O:32])=[O:12])[CH3:10]. The catalyst class is: 2. (6) Reactant: [NH:1]1[C:11]2[C:6](=[CH:7][CH:8]=[CH:9][CH:10]=2)[C:4](=[O:5])[C:2]1=[O:3].[H-].[Na+].Br[CH2:15][CH2:16][CH2:17][CH2:18][CH3:19].O. Product: [CH2:15]([N:1]1[C:11]2[C:6](=[CH:7][CH:8]=[CH:9][CH:10]=2)[C:4](=[O:5])[C:2]1=[O:3])[CH2:16][CH2:17][CH2:18][CH3:19]. The catalyst class is: 3. (7) Reactant: [CH2:1]([C:3]([OH:35])([CH2:33][CH3:34])/[CH:4]=[CH:5]/[C:6]1[CH:11]=[CH:10][C:9]([C:12]([CH2:30][CH3:31])([C:15]2[CH:20]=[CH:19][C:18](B3OC(C)(C)C(C)(C)O3)=[CH:17][CH:16]=2)[CH2:13][CH3:14])=[CH:8][C:7]=1[CH3:32])[CH3:2].[CH3:36][O:37][C:38](=[O:47])[CH2:39][C:40]1[CH:41]=[N:42][CH:43]=[C:44](Br)[CH:45]=1.P([O-])([O-])([O-])=O.[K+].[K+].[K+]. Product: [CH3:36][O:37][C:38](=[O:47])[CH2:39][C:40]1[CH:41]=[N:42][CH:43]=[C:44]([C:18]2[CH:17]=[CH:16][C:15]([C:12]([CH2:30][CH3:31])([C:9]3[CH:10]=[CH:11][C:6](/[CH:5]=[CH:4]/[C:3]([CH2:33][CH3:34])([OH:35])[CH2:1][CH3:2])=[C:7]([CH3:32])[CH:8]=3)[CH2:13][CH3:14])=[CH:20][CH:19]=2)[CH:45]=1. The catalyst class is: 9. (8) Reactant: C(OC(=O)[NH:7][C:8]1[CH:13]=[CH:12][C:11]([C:14]2[CH:19]=[CH:18][C:17]([F:20])=[CH:16][CH:15]=2)=[CH:10][C:9]=1[NH:21][C:22](=[O:32])[CH2:23][C:24]([C:26]1[S:27][CH:28]=[CH:29][C:30]=1[Cl:31])=O)(C)(C)C.C(O)(C(F)(F)F)=O. Product: [Cl:31][C:30]1[CH:29]=[CH:28][S:27][C:26]=1[C:24]1[CH2:23][C:22](=[O:32])[NH:21][C:9]2[CH:10]=[C:11]([C:14]3[CH:19]=[CH:18][C:17]([F:20])=[CH:16][CH:15]=3)[CH:12]=[CH:13][C:8]=2[N:7]=1. The catalyst class is: 2. (9) Reactant: [N:1]1[CH:6]=[CH:5][CH:4]=[CH:3][C:2]=1[N:7]1[CH2:11][CH2:10][C@H:9]([CH2:12][OH:13])[CH2:8]1.C(N(CC)CC)C.[CH3:21][S:22](Cl)(=[O:24])=[O:23]. Product: [CH3:21][S:22]([O:13][CH2:12][C@H:9]1[CH2:10][CH2:11][N:7]([C:2]2[CH:3]=[CH:4][CH:5]=[CH:6][N:1]=2)[CH2:8]1)(=[O:24])=[O:23]. The catalyst class is: 2. (10) Reactant: [Cl:1][C:2]1[CH:3]=[C:4]([CH:6]=[C:7]([Cl:20])[C:8]=1[S:9][C:10]1[CH:15]=[CH:14][C:13]([C:16]([F:19])([F:18])[F:17])=[CH:12][CH:11]=1)[NH2:5].[C:21](N1C=CN=C1)(N1C=CN=C1)=[S:22]. Product: [Cl:20][C:7]1[CH:6]=[C:4]([N:5]=[C:21]=[S:22])[CH:3]=[C:2]([Cl:1])[C:8]=1[S:9][C:10]1[CH:15]=[CH:14][C:13]([C:16]([F:17])([F:19])[F:18])=[CH:12][CH:11]=1. The catalyst class is: 2.